This data is from NCI-60 drug combinations with 297,098 pairs across 59 cell lines. The task is: Regression. Given two drug SMILES strings and cell line genomic features, predict the synergy score measuring deviation from expected non-interaction effect. (1) Drug 1: COC1=NC(=NC2=C1N=CN2C3C(C(C(O3)CO)O)O)N. Drug 2: B(C(CC(C)C)NC(=O)C(CC1=CC=CC=C1)NC(=O)C2=NC=CN=C2)(O)O. Cell line: UACC62. Synergy scores: CSS=22.7, Synergy_ZIP=0.613, Synergy_Bliss=-0.987, Synergy_Loewe=-67.8, Synergy_HSA=-2.36. (2) Drug 1: CC1C(C(CC(O1)OC2CC(CC3=C2C(=C4C(=C3O)C(=O)C5=C(C4=O)C(=CC=C5)OC)O)(C(=O)C)O)N)O.Cl. Drug 2: CC1=C(C(=CC=C1)Cl)NC(=O)C2=CN=C(S2)NC3=CC(=NC(=N3)C)N4CCN(CC4)CCO. Cell line: SK-MEL-5. Synergy scores: CSS=7.11, Synergy_ZIP=4.01, Synergy_Bliss=12.5, Synergy_Loewe=-3.69, Synergy_HSA=3.65. (3) Drug 1: C1CCC(CC1)NC(=O)N(CCCl)N=O. Drug 2: CS(=O)(=O)CCNCC1=CC=C(O1)C2=CC3=C(C=C2)N=CN=C3NC4=CC(=C(C=C4)OCC5=CC(=CC=C5)F)Cl. Cell line: SNB-19. Synergy scores: CSS=44.1, Synergy_ZIP=3.57, Synergy_Bliss=6.52, Synergy_Loewe=7.03, Synergy_HSA=7.02.